Predict the reaction yield, written as a fraction of the theoretical maximum amount of product (1.0 means a 100% yield; for example, 0.34 means a 34% yield). From a dataset of Reaction yield outcomes from USPTO patents with 853,638 reactions. The reactants are [F:1][C:2]1[CH:7]=[CH:6][C:5]([C:8]2[NH:9][CH:10]=[C:11]([CH:19]=[CH:20][CH2:21][OH:22])[C:12]=2[C:13]2[CH:18]=[CH:17][N:16]=[CH:15][CH:14]=2)=[CH:4][CH:3]=1.C(OCC)(=O)C. The catalyst is CS(C)=O.[O-2].[Mn+2]. The product is [F:1][C:2]1[CH:3]=[CH:4][C:5]([C:8]2[NH:9][CH:10]=[C:11]([CH:19]=[CH:20][CH:21]=[O:22])[C:12]=2[C:13]2[CH:18]=[CH:17][N:16]=[CH:15][CH:14]=2)=[CH:6][CH:7]=1. The yield is 0.840.